From a dataset of Retrosynthesis with 50K atom-mapped reactions and 10 reaction types from USPTO. Predict the reactants needed to synthesize the given product. (1) Given the product CNC(=O)c1ccc(NC(=O)C2(c3ccc4c(c3)OCO4)CC2)cc1-c1ccc(C(=O)N(C)C)cc1, predict the reactants needed to synthesize it. The reactants are: CN.CN(C)C(=O)c1ccc(-c2cc(NC(=O)C3(c4ccc5c(c4)OCO5)CC3)ccc2C(=O)O)cc1. (2) Given the product CCOC(=O)c1cc(C#N)c(N2CCN(C(=O)NS(=O)(=O)c3ccc(C)cc3)CC2)nc1C(F)(F)F, predict the reactants needed to synthesize it. The reactants are: CCOC(=O)c1cc(C#N)c(N2CCNCC2)nc1C(F)(F)F.Cc1ccc(S(=O)(=O)N=C=O)cc1. (3) Given the product CC(C)C(=O)N1CCC[C@H]1COc1ccc2c(c1)c(SC(C)(C)C)c(CC(C)(C)C(=O)O)n2Cc1ccc(Cl)cc1, predict the reactants needed to synthesize it. The reactants are: CCOC(=O)C(C)(C)Cc1c(SC(C)(C)C)c2cc(OC[C@@H]3CCCN3C(=O)C(C)C)ccc2n1Cc1ccc(Cl)cc1. (4) Given the product CC(C)[C@@H]1CC[C@@H](C)C[C@@H]1NC(=O)c1ccccc1, predict the reactants needed to synthesize it. The reactants are: CC1CCC(C(C)C)C(N)C1.O=C(Cl)c1ccccc1. (5) Given the product OCc1ccccc1Oc1ccccc1, predict the reactants needed to synthesize it. The reactants are: COC(=O)c1ccccc1Oc1ccccc1. (6) Given the product COCCOc1cc([N+](=O)[O-])c2[nH]c(C(=O)O)cc2c1, predict the reactants needed to synthesize it. The reactants are: CCOC(=O)c1cc2cc(OCCOC)cc([N+](=O)[O-])c2[nH]1.